From a dataset of Reaction yield outcomes from USPTO patents with 853,638 reactions. Predict the reaction yield, written as a fraction of the theoretical maximum amount of product (1.0 means a 100% yield; for example, 0.34 means a 34% yield). (1) The reactants are C([O:3][C:4]([C:6]1[N:7]=[C:8]([CH:11]2[CH2:16][CH2:15][CH2:14][CH2:13][CH2:12]2)[S:9][CH:10]=1)=[O:5])C.[Li+].[OH-]. The catalyst is O. The product is [CH:11]1([C:8]2[S:9][CH:10]=[C:6]([C:4]([OH:5])=[O:3])[N:7]=2)[CH2:12][CH2:13][CH2:14][CH2:15][CH2:16]1. The yield is 0.830. (2) The reactants are C[Si]([N-][Si](C)(C)C)(C)C.[Li+].F[C:12]1[C:13]([C:20]2[NH:29][C:28](=[O:30])[C:27]3[C:22](=[CH:23][C:24]([O:33][CH3:34])=[CH:25][C:26]=3[O:31][CH3:32])[N:21]=2)=[N:14][CH:15]=[C:16]([O:18][CH3:19])[CH:17]=1.[CH3:35][N:36]1[CH2:41][CH2:40][CH:39]([NH2:42])[CH2:38][CH2:37]1. The catalyst is C1COCC1.[NH4+].[Cl-]. The product is [CH3:32][O:31][C:26]1[CH:25]=[C:24]([O:33][CH3:34])[CH:23]=[C:22]2[C:27]=1[C:28](=[O:30])[NH:29][C:20]([C:13]1[C:12]([NH:42][CH:39]3[CH2:40][CH2:41][N:36]([CH3:35])[CH2:37][CH2:38]3)=[CH:17][C:16]([O:18][CH3:19])=[CH:15][N:14]=1)=[N:21]2. The yield is 0.190.